This data is from Forward reaction prediction with 1.9M reactions from USPTO patents (1976-2016). The task is: Predict the product of the given reaction. (1) Given the reactants [CH2:1]([N:8]1[CH2:12][CH2:11][C@@H:10]([NH:13][CH3:14])[CH2:9]1)[C:2]1[CH:7]=[CH:6][CH:5]=[CH:4][CH:3]=1.[C:26]([O:25][C:23](O[C:23]([O:25][C:26]([CH3:29])([CH3:28])[CH3:27])=[O:24])=[O:24])([CH3:29])([CH3:28])[CH3:27].[OH-].[Na+], predict the reaction product. The product is: [C:26]([O:25][C:23](=[O:24])[N:13]([C@@H:10]1[CH2:11][CH2:12][N:8]([CH2:1][C:2]2[CH:7]=[CH:6][CH:5]=[CH:4][CH:3]=2)[CH2:9]1)[CH3:14])([CH3:27])([CH3:28])[CH3:29]. (2) Given the reactants [Na+].[F:2][C:3]1[CH:8]=[CH:7][C:6]([C:9]2[C:14](/[CH:15]=[CH:16]/[C@@H:17]([OH:25])[CH2:18][C@@H:19]([OH:24])[CH2:20][C:21]([O-:23])=[O:22])=[C:13]([CH:26]([CH3:28])[CH3:27])[N:12]=[C:11]([N:29]([CH3:34])[S:30]([CH3:33])(=[O:32])=[O:31])[N:10]=2)=[CH:5][CH:4]=1, predict the reaction product. The product is: [CH3:9][NH2:10].[F:2][C:3]1[CH:8]=[CH:7][C:6]([C:9]2[C:14](/[CH:15]=[CH:16]/[C@@H:17]([OH:25])[CH2:18][C@@H:19]([OH:24])[CH2:20][C:21]([OH:23])=[O:22])=[C:13]([CH:26]([CH3:28])[CH3:27])[N:12]=[C:11]([N:29]([CH3:34])[S:30]([CH3:33])(=[O:32])=[O:31])[N:10]=2)=[CH:5][CH:4]=1. (3) Given the reactants [F:1][C:2]1[CH:7]=[CH:6][C:5]([CH2:8][C:9](Cl)=[O:10])=[CH:4][CH:3]=1.[S-:12][C:13]#[N:14].[K+].[NH2:16][C:17]1[CH:37]=[CH:36][C:20]([O:21][C:22]2[CH:27]=[C:26]([NH:28][C:29]([N:31]3[CH2:35][CH2:34][CH2:33][CH2:32]3)=[O:30])[N:25]=[CH:24][N:23]=2)=[C:19]([F:38])[CH:18]=1.CCCCCC, predict the reaction product. The product is: [F:38][C:19]1[CH:18]=[C:17]([NH:16][C:13]([NH:14][C:9](=[O:10])[CH2:8][C:5]2[CH:6]=[CH:7][C:2]([F:1])=[CH:3][CH:4]=2)=[S:12])[CH:37]=[CH:36][C:20]=1[O:21][C:22]1[N:23]=[CH:24][N:25]=[C:26]([NH:28][C:29]([N:31]2[CH2:35][CH2:34][CH2:33][CH2:32]2)=[O:30])[CH:27]=1. (4) Given the reactants [NH2:1][C@@H:2]([CH3:17])[C@@H:3]([C:5]1[CH:6]=[CH:7][C:8]([OH:16])=[C:9]([NH:11][S:12]([CH3:15])(=[O:14])=[O:13])[CH:10]=1)[OH:4].[CH3:18][O:19][C:20]1[CH:21]=[C:22]([CH:25]=[C:26]([O:28][CH3:29])[CH:27]=1)[CH:23]=O, predict the reaction product. The product is: [CH3:29][O:28][C:26]1[CH:25]=[C:22]([CH:21]=[C:20]([O:19][CH3:18])[CH:27]=1)[CH2:23][NH:1][C@@H:2]([CH3:17])[C@@H:3]([C:5]1[CH:6]=[CH:7][C:8]([OH:16])=[C:9]([NH:11][S:12]([CH3:15])(=[O:14])=[O:13])[CH:10]=1)[OH:4]. (5) Given the reactants Cl[C:2]1[N:3]=[C:4]2[C:10]3[CH:11]=[CH:12][CH:13]=[CH:14][C:9]=3[NH:8][C:7]3[N:15]=[CH:16][CH:17]=[CH:18][C:6]=3[N:5]2[C:19]=1[C:20]1[CH:25]=[CH:24][C:23]([C:26]2([NH:30][C:31](=[O:37])[O:32][C:33]([CH3:36])([CH3:35])[CH3:34])[CH2:29][CH2:28][CH2:27]2)=[CH:22][CH:21]=1.[CH3:38][O:39][C:40]([C:42]1[CH:47]=[CH:46][C:45](B(O)O)=[CH:44][CH:43]=1)=[O:41].C([O-])([O-])=O.[Na+].[Na+], predict the reaction product. The product is: [C:33]([O:32][C:31]([NH:30][C:26]1([C:23]2[CH:24]=[CH:25][C:20]([C:19]3[N:5]4[C:6]5[CH:18]=[CH:17][CH:16]=[N:15][C:7]=5[NH:8][C:9]5[CH:14]=[CH:13][CH:12]=[CH:11][C:10]=5[C:4]4=[N:3][C:2]=3[C:45]3[CH:46]=[CH:47][C:42]([C:40]([O:39][CH3:38])=[O:41])=[CH:43][CH:44]=3)=[CH:21][CH:22]=2)[CH2:27][CH2:28][CH2:29]1)=[O:37])([CH3:34])([CH3:36])[CH3:35]. (6) Given the reactants C([O:8][C:9]1[CH:13]=[C:12](/[CH:14]=[CH:15]/[C:16]([O:18][CH2:19][CH3:20])=[O:17])[N:11]([CH:21]2[CH2:26][CH2:25][CH2:24][CH2:23][CH2:22]2)[N:10]=1)C1C=CC=CC=1.O1CCCC1, predict the reaction product. The product is: [CH:21]1([N:11]2[C:12]([CH2:14][CH2:15][C:16]([O:18][CH2:19][CH3:20])=[O:17])=[CH:13][C:9]([OH:8])=[N:10]2)[CH2:22][CH2:23][CH2:24][CH2:25][CH2:26]1. (7) Given the reactants Cl[C:2]1[N:7]=[C:6]([NH:8][C:9](=[O:15])[O:10][C:11]([CH3:14])([CH3:13])[CH3:12])[C:5]([C:16](=[O:21])[C:17]([F:20])([F:19])[F:18])=[CH:4][CH:3]=1.CS(C)=O.[C:26]([NH:33][CH2:34][CH2:35][NH2:36])([O:28][C:29]([CH3:32])([CH3:31])[CH3:30])=[O:27].C(N(CC)C(C)C)(C)C, predict the reaction product. The product is: [C:29]([O:28][C:26]([NH:33][CH2:34][CH2:35][NH:36][C:2]1[N:7]=[C:6]([NH:8][C:9](=[O:15])[O:10][C:11]([CH3:14])([CH3:13])[CH3:12])[C:5]([C:16](=[O:21])[C:17]([F:20])([F:19])[F:18])=[CH:4][CH:3]=1)=[O:27])([CH3:32])([CH3:31])[CH3:30]. (8) The product is: [NH2:26][C:24]1[C:25]2[C:12]3[CH:11]=[CH:10][N:9]([CH2:13][CH3:14])[C:8](=[O:15])[C:7]=3[C:5]([C:4]3[CH:3]=[C:2]([F:1])[CH:18]=[C:17]([F:19])[CH:16]=3)=[N:20][C:21]=2[NH:22][N:23]=1. Given the reactants [F:1][C:2]1[CH:3]=[C:4]([CH:16]=[C:17]([F:19])[CH:18]=1)[C:5]([C:7]1[C:8](=[O:15])[N:9]([CH2:13][CH3:14])[CH:10]=[CH:11][CH:12]=1)=O.[NH2:20][C:21]1[CH:25]=[C:24]([NH:26]C(=O)OC(C)(C)C)[NH:23][N:22]=1.C([O-])(=O)C.[NH4+], predict the reaction product. (9) Given the reactants [CH3:1][C:2]1[N:3]=[C:4]([NH2:8])[S:5][C:6]=1[CH3:7].Br[CH2:10][CH2:11][CH2:12][CH:13]=[CH2:14].[C:15]12([C:25]([OH:27])=O)[CH2:24][CH:19]3[CH2:20][CH:21]([CH2:23][CH:17]([CH2:18]3)[CH2:16]1)[CH2:22]2, predict the reaction product. The product is: [CH3:1][C:2]1[N:3]([CH2:14][CH2:13][CH2:12][CH:11]=[CH2:10])/[C:4](=[N:8]/[C:25]([C:15]23[CH2:16][CH:17]4[CH2:18][CH:19]([CH2:20][CH:21]([CH2:23]4)[CH2:22]2)[CH2:24]3)=[O:27])/[S:5][C:6]=1[CH3:7].